Dataset: Reaction yield outcomes from USPTO patents with 853,638 reactions. Task: Predict the reaction yield, written as a fraction of the theoretical maximum amount of product (1.0 means a 100% yield; for example, 0.34 means a 34% yield). (1) The reactants are Br[C:2]1[C:14]2[C:13]3[C:8](=[CH:9][C:10]([C:15]([OH:18])([CH3:17])[CH3:16])=[CH:11][CH:12]=3)[NH:7][C:6]=2[C:5]([C:19]([NH2:21])=[O:20])=[CH:4][CH:3]=1.[F:22][C:23]1[CH:24]=[CH:25][CH:26]=[C:27]2[C:32]=1[N:31]([CH3:33])[C:30](=[O:34])[N:29]([C:35]1[CH:40]=[CH:39][CH:38]=[C:37](B3OC(C)(C)C(C)(C)O3)[C:36]=1[CH3:50])[C:28]2=[O:51].P([O-])([O-])([O-])=O.[K+].[K+].[K+]. The catalyst is C1(C)C=CC=CC=1.CCO.CCOC(C)=O.C1C=CC([P]([Pd]([P](C2C=CC=CC=2)(C2C=CC=CC=2)C2C=CC=CC=2)([P](C2C=CC=CC=2)(C2C=CC=CC=2)C2C=CC=CC=2)[P](C2C=CC=CC=2)(C2C=CC=CC=2)C2C=CC=CC=2)(C2C=CC=CC=2)C2C=CC=CC=2)=CC=1. The product is [F:22][C:23]1[CH:24]=[CH:25][CH:26]=[C:27]2[C:32]=1[N:31]([CH3:33])[C:30](=[O:34])[N:29]([C:35]1[C:36]([CH3:50])=[C:37]([C:2]3[C:14]4[C:13]5[C:8](=[CH:9][C:10]([C:15]([OH:18])([CH3:17])[CH3:16])=[CH:11][CH:12]=5)[NH:7][C:6]=4[C:5]([C:19]([NH2:21])=[O:20])=[CH:4][CH:3]=3)[CH:38]=[CH:39][CH:40]=1)[C:28]2=[O:51]. The yield is 0.740. (2) The reactants are [Li+].[BH4-].Cl[Si](C)(C)C.[CH3:8][N:9]([CH3:25])[C:10]1[C:15](/[CH:16]=[CH:17]/[N+:18]([O-])=O)=[CH:14][CH:13]=[C:12]([C:21]([F:24])([F:23])[F:22])[N:11]=1. The catalyst is C1COCC1. The product is [NH2:18][CH2:17][CH2:16][C:15]1[C:10]([N:9]([CH3:8])[CH3:25])=[N:11][C:12]([C:21]([F:22])([F:23])[F:24])=[CH:13][CH:14]=1. The yield is 0.560. (3) The reactants are COC1C=CC([CH2:7][N:8]2[C:12]3=[N:13][CH:14]=[CH:15][C:16]([O:17][C:18]4[CH:23]=[CH:22][C:21](N)=[CH:20][C:19]=4[F:25])=[C:11]3[CH:10]=[N:9]2)=CC=1.CC[N:30]=C=NCCCN(C)C.[F:39][C:40]1[CH:45]=[CH:44][C:43]([NH:46][C:47]([C:49]2([C:52]([OH:54])=O)[CH2:51][CH2:50]2)=[O:48])=[CH:42][CH:41]=1. No catalyst specified. The product is [F:25][C:19]1[CH:20]=[C:21]([N:46]([C:43]2[CH:42]=[CH:41][C:40]([F:39])=[CH:45][CH:44]=2)[C:47]([C:49]2([C:52]([NH2:30])=[O:54])[CH2:50][CH2:51]2)=[O:48])[CH:22]=[CH:23][C:18]=1[O:17][C:16]1[CH:15]=[CH:14][N:13]=[C:12]2[N:8]([CH3:7])[N:9]=[CH:10][C:11]=12. The yield is 0.0300. (4) The reactants are C(OC([N:8]1[CH2:13][CH2:12][CH2:11][CH:10]([C:14]([N:16]2[CH2:21][CH2:20][CH2:19][CH2:18][CH:17]2[C:22]2[CH:27]=[CH:26][CH:25]=[CH:24][CH:23]=2)=[O:15])[CH2:9]1)=O)(C)(C)C.FC(F)(F)C(O)=O. The catalyst is C(Cl)Cl. The product is [C:22]1([CH:17]2[CH2:18][CH2:19][CH2:20][CH2:21][N:16]2[C:14]([CH:10]2[CH2:11][CH2:12][CH2:13][NH:8][CH2:9]2)=[O:15])[CH:23]=[CH:24][CH:25]=[CH:26][CH:27]=1. The yield is 0.950.